Task: Predict the reaction yield, written as a fraction of the theoretical maximum amount of product (1.0 means a 100% yield; for example, 0.34 means a 34% yield).. Dataset: Reaction yield outcomes from USPTO patents with 853,638 reactions (1) The reactants are [Br:1][C:2]1[CH:7]=[CH:6][C:5](/[CH:8]=[CH:9]/[C:10]2[NH:11][CH:12]=[C:13]([C:15]3[CH:20]=[CH:19][C:18]([Cl:21])=[CH:17][C:16]=3[Cl:22])[N:14]=2)=[CH:4][CH:3]=1.[CH3:23][O:24][C:25]([C:27]1[CH:32]=[CH:31][C:30]([CH2:33]Br)=[CH:29][CH:28]=1)=[O:26]. No catalyst specified. The product is [CH3:23][O:24][C:25](=[O:26])[C:27]1[CH:32]=[CH:31][C:30]([CH2:33][N:11]2[CH:12]=[C:13]([C:15]3[CH:20]=[CH:19][C:18]([Cl:21])=[CH:17][C:16]=3[Cl:22])[N:14]=[C:10]2/[CH:9]=[CH:8]/[C:5]2[CH:6]=[CH:7][C:2]([Br:1])=[CH:3][CH:4]=2)=[CH:29][CH:28]=1. The yield is 0.750. (2) The reactants are [CH:1]([O-:3])=O.[Na+].C(O)=O.[O:8]1[CH:12]=[CH:11][CH:10]=[C:9]1[C:13]([N:15]1[C:24]2[C:19](=[CH:20][CH:21]=[C:22]([C:25]3[CH:30]=[CH:29][C:28]([S:31]([CH3:34])(=[O:33])=[O:32])=[CH:27][CH:26]=3)[CH:23]=2)[NH:18][C@@H:17]([CH3:35])[CH2:16]1)=[O:14]. No catalyst specified. The product is [O:8]1[CH:12]=[CH:11][CH:10]=[C:9]1[C:13]([N:15]1[C:24]2[C:19](=[CH:20][CH:21]=[C:22]([C:25]3[CH:30]=[CH:29][C:28]([S:31]([CH3:34])(=[O:32])=[O:33])=[CH:27][CH:26]=3)[CH:23]=2)[N:18]([CH:1]=[O:3])[C@@H:17]([CH3:35])[CH2:16]1)=[O:14]. The yield is 0.720. (3) The reactants are [O:1]1[C:5]2[CH:6]=[CH:7][CH:8]=[CH:9][C:4]=2[C:3]([N:10]([C:19]([O:21]CC(Cl)(Cl)Cl)=O)C(OCC(Cl)(Cl)Cl)=O)=[N:2]1.C(N(C(C)C)CC)(C)C.[C:36]([O:40][C:41]([N:43]1[CH2:48][CH2:47][NH:46][CH2:45][CH2:44]1)=[O:42])([CH3:39])([CH3:38])[CH3:37].O. The catalyst is CS(C)=O. The product is [O:1]1[C:5]2[CH:6]=[CH:7][CH:8]=[CH:9][C:4]=2[C:3]([NH:10][C:19]([N:46]2[CH2:45][CH2:44][N:43]([C:41]([O:40][C:36]([CH3:39])([CH3:38])[CH3:37])=[O:42])[CH2:48][CH2:47]2)=[O:21])=[N:2]1. The yield is 0.332. (4) The reactants are [S:1]1[CH:5]=[C:4]([NH:6][C:7](=[O:13])[O:8][C:9]([CH3:12])([CH3:11])[CH3:10])[N:3]=[CH:2]1.C[Si]([N-][Si](C)(C)C)(C)C.[Li+].[F:24][C:25]1[CH:30]=[C:29]([F:31])[CH:28]=[C:27]([F:32])[C:26]=1[S:33](Cl)(=[O:35])=[O:34]. The catalyst is C1COCC1. The product is [S:1]1[CH:5]=[C:4]([N:6]([S:33]([C:26]2[C:27]([F:32])=[CH:28][C:29]([F:31])=[CH:30][C:25]=2[F:24])(=[O:35])=[O:34])[C:7](=[O:13])[O:8][C:9]([CH3:10])([CH3:12])[CH3:11])[N:3]=[CH:2]1. The yield is 0.780. (5) The reactants are [Cl:1][C:2]1[N:7]=[CH:6][C:5]([CH2:8][NH:9][CH2:10][CH2:11][NH2:12])=[CH:4][CH:3]=1.[F:13][C:14]([F:24])([F:23])[C:15](=[O:22])[CH:16]=[C:17](SC)SC. The catalyst is C(#N)C. The product is [Cl:1][C:2]1[N:7]=[CH:6][C:5]([CH2:8][N:9]2[CH2:10][CH2:11][NH:12][C:17]2=[CH:16][C:15](=[O:22])[C:14]([F:24])([F:23])[F:13])=[CH:4][CH:3]=1. The yield is 0.690. (6) The reactants are [NH2:1][C:2]1[CH:7]=[CH:6][C:5]([OH:8])=[CH:4][C:3]=1[N+:9]([O-:11])=[O:10].[CH2:12](Br)[C:13]1[CH:18]=[CH:17][CH:16]=[CH:15][CH:14]=1.C(=O)([O-])[O-].[Cs+].[Cs+]. No catalyst specified. The product is [CH2:12]([O:8][C:5]1[CH:6]=[CH:7][C:2]([NH2:1])=[C:3]([N+:9]([O-:11])=[O:10])[CH:4]=1)[C:13]1[CH:18]=[CH:17][CH:16]=[CH:15][CH:14]=1. The yield is 0.640. (7) The reactants are [Cl:1][C:2]1[CH:11]=[C:10]([OH:12])[C:9]([N+:13]([O-:15])=[O:14])=[CH:8][C:3]=1[C:4]([O:6][CH3:7])=[O:5].I[CH:17]([CH3:19])[CH3:18].C(=O)([O-])[O-].[K+].[K+]. The catalyst is CC(=O)CC. The product is [Cl:1][C:2]1[CH:11]=[C:10]([O:12][CH:17]([CH3:19])[CH3:18])[C:9]([N+:13]([O-:15])=[O:14])=[CH:8][C:3]=1[C:4]([O:6][CH3:7])=[O:5]. The yield is 0.790.